Task: Predict the reactants needed to synthesize the given product.. Dataset: Full USPTO retrosynthesis dataset with 1.9M reactions from patents (1976-2016) (1) Given the product [Cl:22][C:16]1[CH:17]=[CH:18][CH:19]=[C:20]([Cl:21])[C:15]=1[N:4]1[CH:3]=[C:2]([C:25]#[C:24][CH2:23][NH:26][C:27](=[O:33])[O:28][C:29]([CH3:31])([CH3:30])[CH3:32])[C:7]2[N:8]=[C:9]([S:12][CH3:13])[N:10]=[CH:11][C:6]=2[C:5]1=[O:14], predict the reactants needed to synthesize it. The reactants are: Br[C:2]1[C:7]2[N:8]=[C:9]([S:12][CH3:13])[N:10]=[CH:11][C:6]=2[C:5](=[O:14])[N:4]([C:15]2[C:20]([Cl:21])=[CH:19][CH:18]=[CH:17][C:16]=2[Cl:22])[CH:3]=1.[CH2:23]([NH:26][C:27](=[O:33])[O:28][C:29]([CH3:32])([CH3:31])[CH3:30])[C:24]#[CH:25].C(N(CC)CC)C. (2) Given the product [CH3:32][C:33]1[N:31]([CH2:30][CH2:29][O:28][CH2:27][CH2:26][CH2:25][C:21]2[CH:20]=[N:19][CH:24]=[CH:23][CH:22]=2)[C:11]2[C:10]([CH3:17])=[C:9]([CH3:18])[N:8]=[C:7]([NH2:2])[C:12]=2[N:13]=1, predict the reactants needed to synthesize it. The reactants are: C[N:2](C)C=O.Cl[C:7]1[C:12]([N+:13]([O-])=O)=[C:11](Cl)[C:10]([CH3:17])=[C:9]([CH3:18])[N:8]=1.[N:19]1[CH:24]=[CH:23][CH:22]=[C:21]([CH2:25][CH2:26][CH2:27][O:28][CH2:29][CH2:30][NH2:31])[CH:20]=1.[CH2:32](N(CC)CC)[CH3:33]. (3) Given the product [N:1]1([C:7]2[N:15]=[C:14]([C:16]3[CH:17]=[C:18]([OH:22])[CH:19]=[N:20][CH:21]=3)[N:13]=[C:12]3[C:8]=2[N:9]=[CH:10][N:11]3[CH:23]2[CH2:28][CH2:27][N:26]([CH2:34][C:30]3[NH:29][CH:33]=[CH:32][CH:31]=3)[CH2:25][CH2:24]2)[CH2:2][CH2:3][O:4][CH2:5][CH2:6]1, predict the reactants needed to synthesize it. The reactants are: [N:1]1([C:7]2[N:15]=[C:14]([C:16]3[CH:17]=[C:18]([OH:22])[CH:19]=[N:20][CH:21]=3)[N:13]=[C:12]3[C:8]=2[N:9]=[CH:10][N:11]3[CH:23]2[CH2:28][CH2:27][NH:26][CH2:25][CH2:24]2)[CH2:6][CH2:5][O:4][CH2:3][CH2:2]1.[NH:29]1[CH:33]=[CH:32][CH:31]=[C:30]1[CH:34]=O. (4) Given the product [CH3:5][C:3]1[N:25]([C:19]2[CH:24]=[CH:23][CH:22]=[CH:21][CH:20]=2)[N:26]=[CH:10][C:2]=1[C:1]([O:7][CH2:8][CH3:9])=[O:6], predict the reactants needed to synthesize it. The reactants are: [C:1]([O:7][CH2:8][CH3:9])(=[O:6])[CH2:2][C:3]([CH3:5])=O.[CH3:10]OC(OC)N(C)C.Cl.[C:19]1([NH:25][NH2:26])[CH:24]=[CH:23][CH:22]=[CH:21][CH:20]=1. (5) Given the product [Br:13][C:14]1[CH:31]=[CH:30][C:29]([O:32][CH3:33])=[CH:28][C:15]=1[CH:16]1[CH2:7][C:17]1([C:18]([O:20][CH2:21][CH3:22])=[O:19])[C:23]([O:25][CH2:26][CH3:27])=[O:24], predict the reactants needed to synthesize it. The reactants are: [I-].C[S+](C)(C)=O.[C:7](O)(C)(C)C.[K].[Br:13][C:14]1[CH:31]=[CH:30][C:29]([O:32][CH3:33])=[CH:28][C:15]=1[CH:16]=[C:17]([C:23]([O:25][CH2:26][CH3:27])=[O:24])[C:18]([O:20][CH2:21][CH3:22])=[O:19].